Dataset: CYP3A4 inhibition data for predicting drug metabolism from PubChem BioAssay. Task: Regression/Classification. Given a drug SMILES string, predict its absorption, distribution, metabolism, or excretion properties. Task type varies by dataset: regression for continuous measurements (e.g., permeability, clearance, half-life) or binary classification for categorical outcomes (e.g., BBB penetration, CYP inhibition). Dataset: cyp3a4_veith. The molecule is CCN1C(=O)C(CC(=O)Nc2ccc(OC)cc2)N(Cc2cccnc2)C1=S. The result is 1 (inhibitor).